The task is: Regression/Classification. Given a drug SMILES string, predict its absorption, distribution, metabolism, or excretion properties. Task type varies by dataset: regression for continuous measurements (e.g., permeability, clearance, half-life) or binary classification for categorical outcomes (e.g., BBB penetration, CYP inhibition). Dataset: cyp2c9_veith.. This data is from CYP2C9 inhibition data for predicting drug metabolism from PubChem BioAssay. (1) The molecule is O=c1ccc2cc(O)c(O)cc2o1. The result is 0 (non-inhibitor). (2) The molecule is COC(=O)c1sc2ncccc2c1OCc1c(Cl)cccc1Cl. The result is 1 (inhibitor). (3) The drug is CCCCCCCCOC1OC(CO)C(O)C(O)C1NC(C)=O. The result is 0 (non-inhibitor). (4) The drug is O=C1OC(c2ccc(O)c(-c3ccccc3)c2)(c2ccc(O)c(-c3ccccc3)c2)c2c(Cl)c(Cl)c(Cl)c(Cl)c21. The result is 0 (non-inhibitor). (5) The drug is C#CCCCO/N=C1/C[C@@H](O)[C@@H](O)[C@H]2[C@@H]1CC[C@@H]1C(=O)N(Cc3ccccc3)C(=O)[C@H]12. The result is 0 (non-inhibitor). (6) The molecule is CCOC(=O)c1ccc(N)cc1. The result is 0 (non-inhibitor).